The task is: Predict the product of the given reaction.. This data is from Forward reaction prediction with 1.9M reactions from USPTO patents (1976-2016). Given the reactants Cl.Cl.Cl.[O:4]1[C:12]2[CH:11]=[CH:10][N:9]=[C:8]([N:13]3[CH2:18][CH2:17][N:16]([CH2:19][CH2:20][C@H:21]4[CH2:26][CH2:25][C@H:24]([NH2:27])[CH2:23][CH2:22]4)[CH2:15][CH2:14]3)[C:7]=2[CH2:6][CH2:5]1.[OH:28][C:29]1([C:32](O)=[O:33])[CH2:31][CH2:30]1, predict the reaction product. The product is: [O:4]1[C:12]2[CH:11]=[CH:10][N:9]=[C:8]([N:13]3[CH2:18][CH2:17][N:16]([CH2:19][CH2:20][C@H:21]4[CH2:26][CH2:25][C@H:24]([NH:27][C:32]([C:29]5([OH:28])[CH2:31][CH2:30]5)=[O:33])[CH2:23][CH2:22]4)[CH2:15][CH2:14]3)[C:7]=2[CH2:6][CH2:5]1.